Dataset: Full USPTO retrosynthesis dataset with 1.9M reactions from patents (1976-2016). Task: Predict the reactants needed to synthesize the given product. (1) Given the product [C:35]([C:32]1[CH:31]=[CH:30][C:29]([NH:28][CH:24]2[CH2:25][CH2:26][CH2:27][N:22]([C:2]3[C:7]([C:8]#[N:9])=[C:6]([C:10]([F:13])([F:12])[F:11])[CH:5]=[C:4]([C:14]4[CH:19]=[CH:18][C:17]([F:20])=[CH:16][CH:15]=4)[N:3]=3)[CH2:23]2)=[N:34][CH:33]=1)#[N:36], predict the reactants needed to synthesize it. The reactants are: Cl[C:2]1[C:7]([C:8]#[N:9])=[C:6]([C:10]([F:13])([F:12])[F:11])[CH:5]=[C:4]([C:14]2[CH:19]=[CH:18][C:17]([F:20])=[CH:16][CH:15]=2)[N:3]=1.Cl.[NH:22]1[CH2:27][CH2:26][CH2:25][CH:24]([NH:28][C:29]2[N:34]=[CH:33][C:32]([C:35]#[N:36])=[CH:31][CH:30]=2)[CH2:23]1. (2) Given the product [NH2:26][CH2:35][CH2:36][CH2:37][CH2:38][N:10]([CH2:11][C:12]1[N:13]=[CH:14][CH:15]=[CH:16][C:17]=1[C:42]([OH:43])=[O:41])[CH2:9][C:3]1[C:2]([CH3:1])=[CH:7][C:6]([CH3:8])=[CH:5][N:4]=1, predict the reactants needed to synthesize it. The reactants are: [CH3:1][C:2]1[C:3]([CH2:9][NH:10][CH2:11][C:12]2[C:17](N3CCOCC3)=[CH:16][CH:15]=[CH:14][N:13]=2)=[N:4][CH:5]=[C:6]([CH3:8])[CH:7]=1.O=C1C2C(=CC=CC=2)C(=O)[N:26]1[CH2:35][CH2:36][CH2:37][CH:38]=O.[BH-](OC(C)=O)(OC(C)=O)[O:41][C:42](C)=[O:43].[Na+].NN.O. (3) Given the product [NH2:61][CH2:64][C@@H:65]1[O:69][C:68](=[O:70])[N:67]([C:71]2[CH:76]=[CH:75][C:74]([S:77][C:78]([C:79]3[CH:80]=[CH:81][CH:82]=[CH:83][CH:84]=3)([C:85]3[CH:86]=[CH:87][CH:88]=[CH:89][CH:90]=3)[C:91]3[CH:96]=[CH:95][CH:94]=[CH:93][CH:92]=3)=[C:73]([F:97])[CH:72]=2)[CH2:66]1, predict the reactants needed to synthesize it. The reactants are: C(C1C(OC)=CC(OCCCC(O)=O)=CC=1OC)=O.C1(P(C2C=CC=CC=2)C2C=CC=CC=2)C=CC=CC=1.C1C=CC(CNC(CN2C3C(=CC=CC=3)C(C=O)=C2)=O)=CC=1.[N:61]([CH2:64][C@H:65]1[O:69][C:68](=[O:70])[N:67]([C:71]2[CH:76]=[CH:75][C:74]([S:77][C:78]([C:91]3[CH:96]=[CH:95][CH:94]=[CH:93][CH:92]=3)([C:85]3[CH:90]=[CH:89][CH:88]=[CH:87][CH:86]=3)[C:79]3[CH:84]=[CH:83][CH:82]=[CH:81][CH:80]=3)=[C:73]([F:97])[CH:72]=2)[CH2:66]1)=[N+]=[N-].C([BH3-])#N.[Na+]. (4) Given the product [C:1]1([C:7]2[CH:8]=[C:9]([C:21]3[CH:30]=[CH:29][CH:28]=[CH:27][C:22]=3[C:23]([O:25][CH3:26])=[O:24])[C:10]3[NH:11][C:12]4[C:17]([C:18]=3[CH:19]=2)=[CH:16][CH:15]=[CH:14][CH:13]=4)[CH:2]=[CH:3][CH:4]=[CH:5][CH:6]=1, predict the reactants needed to synthesize it. The reactants are: [C:1]1([C:7]2[CH:8]=[CH:9][C:10]3[NH:11][C:12]4[C:17]([C:18]=3[CH:19]=2)=[CH:16][CH:15]=[CH:14][CH:13]=4)[CH:6]=[CH:5][CH:4]=[CH:3][CH:2]=1.I[C:21]1[CH:30]=[CH:29][CH:28]=[CH:27][C:22]=1[C:23]([O:25][CH3:26])=[O:24].C(=O)([O-])[O-].[K+].[K+].C1OCCOCCOCCOCCOCCOC1.